From a dataset of Full USPTO retrosynthesis dataset with 1.9M reactions from patents (1976-2016). Predict the reactants needed to synthesize the given product. (1) Given the product [OH:10][C:3]1([C:2]([F:1])([F:11])[F:12])[CH2:4][C:5](=[O:7])[NH:30][C:28]2[NH:27][N:26]=[C:25]([CH:22]3[CH2:21][CH2:20][N:19]([C:13]4[CH:18]=[CH:17][CH:16]=[CH:15][CH:14]=4)[CH2:24][CH2:23]3)[C:29]1=2, predict the reactants needed to synthesize it. The reactants are: [F:1][C:2]([F:12])([F:11])[C:3](=[O:10])[CH2:4][C:5]([O:7]CC)=O.[C:13]1([N:19]2[CH2:24][CH2:23][CH:22]([C:25]3[CH:29]=[C:28]([NH2:30])[NH:27][N:26]=3)[CH2:21][CH2:20]2)[CH:18]=[CH:17][CH:16]=[CH:15][CH:14]=1.C(=O)(O)[O-].[Na+]. (2) Given the product [CH2:10]([O:9][C:7]([C:4]1[CH:3]=[C:2]([O:1][CH:19]2[CH2:24][CH2:23][CH2:22][CH2:21][C:20]2=[O:25])[NH:6][N:5]=1)=[O:8])[CH3:11], predict the reactants needed to synthesize it. The reactants are: [OH:1][C:2]1[NH:6][N:5]=[C:4]([C:7]([O:9][CH2:10][CH3:11])=[O:8])[CH:3]=1.C(=O)([O-])[O-].[K+].[K+].Cl[CH:19]1[CH2:24][CH2:23][CH2:22][CH2:21][C:20]1=[O:25]. (3) Given the product [NH2:18][C:13]1[C:12]2=[C:11]([C:19]3[CH:20]=[CH:21][C:22]4[C:26]([CH:27]=3)=[N:25][N:24]([CH2:28][C:29]3[CH:34]=[CH:33][CH:32]=[CH:31][CH:30]=3)[CH:23]=4)[CH:10]=[C:9]([C:5]3[CH:4]=[C:3]([CH:8]=[CH:7][CH:6]=3)[CH2:2][NH:1][S:36]([CH3:35])(=[O:38])=[O:37])[N:17]2[N:16]=[CH:15][N:14]=1, predict the reactants needed to synthesize it. The reactants are: [NH2:1][CH2:2][C:3]1[CH:4]=[C:5]([C:9]2[N:17]3[C:12]([C:13]([NH2:18])=[N:14][CH:15]=[N:16]3)=[C:11]([C:19]3[CH:20]=[CH:21][C:22]4[C:26]([CH:27]=3)=[N:25][N:24]([CH2:28][C:29]3[CH:34]=[CH:33][CH:32]=[CH:31][CH:30]=3)[CH:23]=4)[CH:10]=2)[CH:6]=[CH:7][CH:8]=1.[CH3:35][S:36](Cl)(=[O:38])=[O:37]. (4) The reactants are: [Br:1][C:2]1[CH:3]=[C:4]([SH:9])[CH:5]=[CH:6][C:7]=1[F:8].[OH-].[Na+].I[CH:13]([CH3:15])[CH3:14]. Given the product [Br:1][C:2]1[CH:3]=[C:4]([S:9][CH:13]([CH3:15])[CH3:14])[CH:5]=[CH:6][C:7]=1[F:8], predict the reactants needed to synthesize it. (5) Given the product [Br:13][C:14]1[C:15]([F:25])=[CH:16][C:17]([F:24])=[C:18]([S:20]([NH:1][C:2]2[CH:11]=[CH:10][C:5]([C:6]([O:8][CH3:9])=[O:7])=[C:4]([OH:12])[CH:3]=2)(=[O:22])=[O:21])[CH:19]=1, predict the reactants needed to synthesize it. The reactants are: [NH2:1][C:2]1[CH:3]=[C:4]([OH:12])[C:5](=[CH:10][CH:11]=1)[C:6]([O:8][CH3:9])=[O:7].[Br:13][C:14]1[C:15]([F:25])=[CH:16][C:17]([F:24])=[C:18]([S:20](Cl)(=[O:22])=[O:21])[CH:19]=1. (6) The reactants are: [C:1]([C:4]1[O:8][N:7]=[C:6]([O:9][CH2:10][C:11]([OH:13])=[O:12])[CH:5]=1)([OH:3])=[O:2].[C:14]1(C)C=CC(S(O)(=O)=O)=C[CH:15]=1. Given the product [C:1]([C:4]1[O:8][N:7]=[C:6]([O:9][CH2:10][C:11]([O:13][CH2:14][CH3:15])=[O:12])[CH:5]=1)([OH:3])=[O:2], predict the reactants needed to synthesize it. (7) Given the product [CH3:1][N:2]1[CH2:7][CH2:6][N:5]([S:17]([C:12]2[CH:13]=[CH:14][CH:15]=[CH:16][C:11]=2[NH2:8])(=[O:19])=[O:18])[CH2:4][CH2:3]1, predict the reactants needed to synthesize it. The reactants are: [CH3:1][N:2]1[CH2:7][CH2:6][NH:5][CH2:4][CH2:3]1.[N+:8]([C:11]1[CH:16]=[CH:15][CH:14]=[CH:13][C:12]=1[S:17](Cl)(=[O:19])=[O:18])([O-])=O.